From a dataset of Forward reaction prediction with 1.9M reactions from USPTO patents (1976-2016). Predict the product of the given reaction. (1) The product is: [CH2:21]([OH:51])[C:22]([CH2:24][O:25][P:26]([OH:29])([OH:28])=[O:27])=[O:23]. Given the reactants C([O-])=O.[Na+].[OH-].[Na+].C([O-])=O.C1N=C(N)C2N=CN([C@@H]3[O:23][C@H:22]([CH2:24][O:25][P:26]([O:29]P(OC[C@H]4O[C@@H](N5C=C(C(N)=O)CC=C5)[C@H](O)[C@@H]4O)(O)=O)([OH:28])=[O:27])[C@@H:21]([OH:51])[C@H]3O)C=2N=1, predict the reaction product. (2) Given the reactants FC(F)(F)S(O[C:7]1[C:16]2[C:11](=[C:12]([C:17]([F:20])([F:19])[F:18])[CH:13]=[CH:14][CH:15]=2)[N:10]=[CH:9][C:8]=1[C:21](=[O:28])[C:22]1[CH:27]=[CH:26][CH:25]=[CH:24][CH:23]=1)(=O)=O.[OH:31][C:32]1[CH:33]=[C:34](B(O)O)[CH:35]=[CH:36][CH:37]=1.[O-]P([O-])([O-])=O.[K+].[K+].[K+], predict the reaction product. The product is: [OH:31][C:32]1[CH:33]=[C:34]([C:7]2[C:16]3[C:11](=[C:12]([C:17]([F:19])([F:18])[F:20])[CH:13]=[CH:14][CH:15]=3)[N:10]=[CH:9][C:8]=2[C:21]([C:22]2[CH:27]=[CH:26][CH:25]=[CH:24][CH:23]=2)=[O:28])[CH:35]=[CH:36][CH:37]=1.